Predict the reactants needed to synthesize the given product. From a dataset of Full USPTO retrosynthesis dataset with 1.9M reactions from patents (1976-2016). (1) Given the product [I:37][C:34]1[CH:35]=[CH:36][C:29]2[O:28][C:27]([C:25]([NH:24][C:21]3[CH:20]=[CH:19][C:18]([C:15]4[CH:14]=[CH:13][C:12]([S:9]([NH:8][C@@H:4]([CH:5]([CH3:6])[CH3:7])[C:3]([OH:40])=[O:2])(=[O:10])=[O:11])=[CH:17][CH:16]=4)=[CH:23][CH:22]=3)=[O:26])=[C:31]([CH3:32])[C:30]=2[C:33]=1[O:38][CH3:39], predict the reactants needed to synthesize it. The reactants are: C[O:2][C:3](=[O:40])[C@@H:4]([NH:8][S:9]([C:12]1[CH:17]=[CH:16][C:15]([C:18]2[CH:23]=[CH:22][C:21]([NH:24][C:25]([C:27]3[O:28][C:29]4[CH:36]=[CH:35][C:34]([I:37])=[C:33]([O:38][CH3:39])[C:30]=4[C:31]=3[CH3:32])=[O:26])=[CH:20][CH:19]=2)=[CH:14][CH:13]=1)(=[O:11])=[O:10])[CH:5]([CH3:7])[CH3:6].[Li+].[OH-]. (2) Given the product [NH2:37][C:32]1[CH:31]=[C:30]([CH3:29])[CH:35]=[CH:34][C:33]=1[NH:36][C:26]([C:22]1[C:23]2[C:18](=[CH:17][C:16]([O:15][C:6]3[C:5]4[C:10](=[CH:11][C:12]([O:13][CH3:14])=[C:3]([O:2][CH3:1])[CH:4]=4)[N:9]=[CH:8][N:7]=3)=[CH:25][CH:24]=2)[CH:19]=[CH:20][CH:21]=1)=[O:28], predict the reactants needed to synthesize it. The reactants are: [CH3:1][O:2][C:3]1[CH:4]=[C:5]2[C:10](=[CH:11][C:12]=1[O:13][CH3:14])[N:9]=[CH:8][N:7]=[C:6]2[O:15][C:16]1[CH:17]=[C:18]2[C:23](=[CH:24][CH:25]=1)[C:22]([C:26]([OH:28])=O)=[CH:21][CH:20]=[CH:19]2.[CH3:29][C:30]1[CH:35]=[CH:34][C:33]([NH2:36])=[C:32]([NH2:37])[CH:31]=1. (3) The reactants are: [NH2:1][C:2]1[N:7]=[C:6]([Cl:8])[CH:5]=[C:4]([CH3:9])[N:3]=1.[Br:10]Br. Given the product [Br:10][C:5]1[C:6]([Cl:8])=[N:7][C:2]([NH2:1])=[N:3][C:4]=1[CH3:9], predict the reactants needed to synthesize it. (4) Given the product [Br:1][CH2:2][C:3]([C:8]1[CH:13]=[C:12]([S:14]([F:19])([F:15])([F:16])([F:17])[F:18])[CH:11]=[C:10]([N:20]([CH3:22])[CH3:21])[CH:9]=1)=[O:4], predict the reactants needed to synthesize it. The reactants are: [Br:1][CH2:2][C:3]([C:8]1[CH:9]=[C:10]([N:20]([CH3:22])[CH3:21])[CH:11]=[C:12]([S:14]([F:19])([F:18])([F:17])([F:16])[F:15])[CH:13]=1)(OC)[O:4]C.S(=O)(=O)(O)O. (5) Given the product [CH3:1][C:2]1[C:6]2[N:7]=[C:8]([C:9]3[CH:14]=[CH:13][CH:12]=[CH:11][CH:10]=3)[C:17]3[CH:18]=[CH:19][CH:20]=[CH:21][C:16]=3[C:5]=2[NH:4][N:3]=1, predict the reactants needed to synthesize it. The reactants are: [CH3:1][C:2]1[C:6]([NH:7][C:8](=O)[C:9]2[CH:14]=[CH:13][CH:12]=[CH:11][CH:10]=2)=[C:5]([C:16]2[CH:21]=[CH:20][CH:19]=[CH:18][CH:17]=2)[NH:4][N:3]=1.[N+](C1C=CC=CC=1)([O-])=O.Cl[Sn](Cl)(Cl)Cl. (6) Given the product [CH3:29][C:30]1[CH:34]=[C:33]([C:35]2[CH:36]=[CH:37][CH:38]=[CH:39][CH:40]=2)[N:32]([C:41]2[CH:42]=[CH:43][C:44]([CH2:45][NH:46][C:23](=[O:25])[C:22]3[CH:26]=[C:18]([NH:17][C:15]([C:10]4[C:9]([C:6]5[CH:7]=[CH:8][C:3]([C:2]([F:27])([F:1])[F:28])=[CH:4][CH:5]=5)=[CH:14][CH:13]=[CH:12][CH:11]=4)=[O:16])[CH:19]=[N:20][CH:21]=3)=[CH:47][CH:48]=2)[N:31]=1, predict the reactants needed to synthesize it. The reactants are: [F:1][C:2]([F:28])([F:27])[C:3]1[CH:8]=[CH:7][C:6]([C:9]2[C:10]([C:15]([NH:17][C:18]3[CH:19]=[N:20][CH:21]=[C:22]([CH:26]=3)[C:23]([OH:25])=O)=[O:16])=[CH:11][CH:12]=[CH:13][CH:14]=2)=[CH:5][CH:4]=1.[CH3:29][C:30]1[CH:34]=[C:33]([C:35]2[CH:40]=[CH:39][CH:38]=[CH:37][CH:36]=2)[N:32]([C:41]2[CH:48]=[CH:47][C:44]([CH2:45][NH2:46])=[CH:43][CH:42]=2)[N:31]=1.CN(C(ON1N=NC2C=CC=CC1=2)=[N+](C)C)C.[B-](F)(F)(F)F.C(N(C(C)C)C(C)C)C.